From a dataset of Catalyst prediction with 721,799 reactions and 888 catalyst types from USPTO. Predict which catalyst facilitates the given reaction. (1) Reactant: [OH:1][CH:2]([C:11]1[CH:16]=[CH:15][C:14]([CH2:17][S:18][CH2:19][CH2:20][C:21]([O:23][CH3:24])=[O:22])=[CH:13][CH:12]=1)[CH2:3][C:4]([O:6][C:7]([CH3:10])([CH3:9])[CH3:8])=[O:5].C([O-])(=O)C.[Na+].[Cr](O[Cr]([O-])(=O)=O)([O-])(=O)=O.[NH+]1C=CC=CC=1.[NH+]1C=CC=CC=1.C(OCC)C. Product: [CH3:24][O:23][C:21](=[O:22])[CH2:20][CH2:19][S:18][CH2:17][C:14]1[CH:15]=[CH:16][C:11]([C:2](=[O:1])[CH2:3][C:4]([O:6][C:7]([CH3:8])([CH3:9])[CH3:10])=[O:5])=[CH:12][CH:13]=1. The catalyst class is: 4. (2) Reactant: C[N:2]1[CH2:6][CH2:5][CH:4]([C:7]([O:9]CC)=[O:8])[C:3]1=[O:12].[Si](O[K])(C)(C)C.Cl. Product: [O:12]=[C:3]1[CH:4]([C:7]([OH:9])=[O:8])[CH2:5][CH2:6][NH:2]1. The catalyst class is: 1. (3) Reactant: [Si]([O:8][CH2:9][CH:10]1[CH2:15][CH2:14][C:13]([CH2:18][OH:19])([CH2:16][OH:17])[CH2:12][CH2:11]1)(C(C)(C)C)(C)C.CO[C:22](OC)([CH3:24])[CH3:23].O.C1(C)C=CC(S(O)(=O)=O)=CC=1.C(N(CC)CC)C. Product: [CH3:23][C:22]1([CH3:24])[O:17][CH2:16][C:13]2([CH2:12][CH2:11][CH:10]([CH2:9][OH:8])[CH2:15][CH2:14]2)[CH2:18][O:19]1. The catalyst class is: 9. (4) Reactant: [F:1][C:2]1[CH:3]=[C:4]([C:9]2[CH:18]=[N:17][C:16]3[C:15]([C:19]([O:21]C)=[O:20])=[C:14]([O:23]C)[C:13]([C:25]4[CH:30]=[CH:29][CH:28]=[C:27]([F:31])[CH:26]=4)=[CH:12][C:11]=3[N:10]=2)[CH:5]=[CH:6][C:7]=1[F:8].B(Br)(Br)Br. Product: [F:1][C:2]1[CH:3]=[C:4]([C:9]2[CH:18]=[N:17][C:16]3[C:15]([C:19]([OH:21])=[O:20])=[C:14]([OH:23])[C:13]([C:25]4[CH:30]=[CH:29][CH:28]=[C:27]([F:31])[CH:26]=4)=[CH:12][C:11]=3[N:10]=2)[CH:5]=[CH:6][C:7]=1[F:8]. The catalyst class is: 4. (5) Reactant: [F:1][C:2]1[CH:21]=[C:20]([N+:22]([O-])=O)[CH:19]=[CH:18][C:3]=1[O:4][C:5]1[CH:10]=[CH:9][N:8]=[C:7]2[CH:11]=[C:12]([S:14]([CH3:17])(=[O:16])=[O:15])[S:13][C:6]=12. Product: [CH3:17][S:14]([C:12]1[S:13][C:6]2[C:7](=[N:8][CH:9]=[CH:10][C:5]=2[O:4][C:3]2[CH:18]=[CH:19][C:20]([NH2:22])=[CH:21][C:2]=2[F:1])[CH:11]=1)(=[O:15])=[O:16]. The catalyst class is: 180. (6) Reactant: [OH:1][C:2]1[CH:7]=[CH:6][C:5]([CH3:8])=[CH:4][C:3]=1[C:9]1[N:14]=[C:13]([N:15]2[C:19]([C:20]([F:23])([F:22])[F:21])=[C:18]([C:24]([O:26][CH2:27][CH3:28])=[O:25])[CH:17]=[N:16]2)[CH:12]=[CH:11][CH:10]=1.N1C=CC=CC=1.[S:35](O[S:35]([C:38]([F:41])([F:40])[F:39])(=[O:37])=[O:36])([C:38]([F:41])([F:40])[F:39])(=[O:37])=[O:36]. Product: [CH3:8][C:5]1[CH:6]=[CH:7][C:2]([O:1][S:35]([C:38]([F:41])([F:40])[F:39])(=[O:37])=[O:36])=[C:3]([C:9]2[N:14]=[C:13]([N:15]3[C:19]([C:20]([F:23])([F:22])[F:21])=[C:18]([C:24]([O:26][CH2:27][CH3:28])=[O:25])[CH:17]=[N:16]3)[CH:12]=[CH:11][CH:10]=2)[CH:4]=1. The catalyst class is: 2. (7) Reactant: [CH2:1]([S:6][C:7]1[N:12]=[C:11]([C:13]2[S:14][C:15]3[CH:23]=[CH:22][CH:21]=[CH:20][C:16]=3[C:17](=[O:19])[N:18]=2)[CH:10]=[CH:9][CH:8]=1)[CH2:2][CH2:3][CH2:4][CH3:5].ClC1C=CC=C(C(OO)=[O:32])C=1. Product: [CH2:1]([S:6]([C:7]1[N:12]=[C:11]([C:13]2[S:14][C:15]3[CH:23]=[CH:22][CH:21]=[CH:20][C:16]=3[C:17](=[O:19])[N:18]=2)[CH:10]=[CH:9][CH:8]=1)=[O:32])[CH2:2][CH2:3][CH2:4][CH3:5]. The catalyst class is: 22. (8) Reactant: [NH:1]1[CH2:5][CH2:4][CH2:3][C@H:2]1[CH2:6][OH:7].Cl[C:9]1[N:10]=[C:11]([NH:18][C:19]2[CH:23]=[C:22]([C:24]([O-:26])=[O:25])[NH:21][N:20]=2)[C:12]2[O:17][CH:16]=[CH:15][C:13]=2[N:14]=1.[Na+]. Product: [NH3:1].[OH:7][CH2:6][C@@H:2]1[CH2:3][CH2:4][CH2:5][N:1]1[C:9]1[N:10]=[C:11]([NH:18][C:19]2[CH:23]=[C:22]([C:24]([OH:26])=[O:25])[NH:21][N:20]=2)[C:12]2[O:17][CH:16]=[CH:15][C:13]=2[N:14]=1. The catalyst class is: 113. (9) Reactant: [CH3:1][C:2]1([CH3:10])[C:6](=[O:7])[CH2:5][C:4]([CH3:9])([CH3:8])[O:3]1.[Br:11]Br. Product: [Br:11][CH:5]1[C:4]([CH3:9])([CH3:8])[O:3][C:2]([CH3:10])([CH3:1])[C:6]1=[O:7]. The catalyst class is: 2. (10) Reactant: [C:1]([O:5][C:6]([NH:8][C:9]1[C:10]([CH3:21])=[N:11][C:12]([O:16][CH2:17][C:18]([OH:20])=O)=[N:13][C:14]=1[CH3:15])=[O:7])([CH3:4])([CH3:3])[CH3:2].[CH:22]1([CH2:25][N:26]2[CH2:31][CH2:30][CH:29]([NH:32][CH3:33])[CH2:28][CH2:27]2)[CH2:24][CH2:23]1.C(N(CC)CC)C.C([O-])(=O)C. Product: [CH:22]1([CH2:25][N:26]2[CH2:31][CH2:30][CH:29]([N:32]([CH3:33])[C:18](=[O:20])[CH2:17][O:16][C:12]3[N:13]=[C:14]([CH3:15])[C:9]([NH:8][C:6](=[O:7])[O:5][C:1]([CH3:2])([CH3:3])[CH3:4])=[C:10]([CH3:21])[N:11]=3)[CH2:28][CH2:27]2)[CH2:23][CH2:24]1. The catalyst class is: 10.